The task is: Predict the reactants needed to synthesize the given product.. This data is from Full USPTO retrosynthesis dataset with 1.9M reactions from patents (1976-2016). (1) Given the product [Cl:36][C:37]1[CH:46]=[CH:45][C:44]2[C:39](=[CH:40][CH:41]=[CH:42][C:43]=2[NH:47][C:12](=[O:13])[CH2:11][C:1]23[CH2:10][CH:5]4[CH2:4][CH:3]([CH2:9][CH:7]([CH2:6]4)[CH2:8]2)[CH2:2]3)[N:38]=1, predict the reactants needed to synthesize it. The reactants are: [C:1]12([CH2:11][C:12](O)=[O:13])[CH2:10][CH:5]3[CH2:6][CH:7]([CH2:9][CH:3]([CH2:4]3)[CH2:2]1)[CH2:8]2.C1C=CC2N(O)N=NC=2C=1.CCN=C=NCCCN(C)C.[Cl:36][C:37]1[CH:46]=[CH:45][C:44]2[C:39](=[CH:40][CH:41]=[CH:42][C:43]=2[NH2:47])[N:38]=1.C(N(CC)CC)C. (2) Given the product [Cl:31][C:10]1[C:5]2[CH:4]=[C:3]([CH2:1][CH3:2])[NH:19][C:6]=2[N:7]=[C:8]([S:12][C:13]2[CH:14]=[N:15][CH:16]=[CH:17][CH:18]=2)[N:9]=1, predict the reactants needed to synthesize it. The reactants are: [CH2:1]([C:3]1[NH:19][C:6]2[N:7]=[C:8]([S:12][C:13]3[CH:14]=[N:15][CH:16]=[CH:17][CH:18]=3)[N:9]=[C:10](O)[C:5]=2[CH:4]=1)[CH3:2].CN(C)C1C=CC=CC=1.P(Cl)(Cl)([Cl:31])=O.